This data is from Reaction yield outcomes from USPTO patents with 853,638 reactions. The task is: Predict the reaction yield, written as a fraction of the theoretical maximum amount of product (1.0 means a 100% yield; for example, 0.34 means a 34% yield). (1) The reactants are [S:1]1[CH:5]=[CH:4][C:3]([NH:6]C2C=CC(C([O-])=O)=C(C)C=2C)=[CH:2]1.O=[C:19]([C:25]1[CH:30]=[CH:29][CH:28]=[CH:27][N:26]=1)[CH2:20][C:21]([O:23]C)=O.Cl.O1CCOCC1. The catalyst is C1(C)C=CC=CC=1. The product is [N:26]1[CH:27]=[CH:28][CH:29]=[CH:30][C:25]=1[C:19]1[N:6]=[C:3]2[CH:4]=[CH:5][S:1][C:2]2=[C:21]([OH:23])[CH:20]=1. The yield is 0.900. (2) The reactants are [C:1]([C:5]1[CH:12]=[CH:11][C:8]([CH2:9][NH2:10])=[CH:7][CH:6]=1)([CH3:4])([CH3:3])[CH3:2].[CH:13]1([N:19]=[C:20]=[O:21])[CH2:18][CH2:17][CH2:16][CH2:15][CH2:14]1.[C:22](Cl)(=[O:27])[CH2:23][C:24](Cl)=[O:25]. The catalyst is ClCCl. The product is [CH:13]1([N:19]2[C:24](=[O:25])[CH2:23][C:22](=[O:27])[N:10]([CH2:9][C:8]3[CH:7]=[CH:6][C:5]([C:1]([CH3:4])([CH3:2])[CH3:3])=[CH:12][CH:11]=3)[C:20]2=[O:21])[CH2:18][CH2:17][CH2:16][CH2:15][CH2:14]1. The yield is 0.690. (3) The reactants are [F:1][C:2]([F:11])([F:10])[C:3]1[CH:4]=[C:5]([CH:7]=[CH:8][CH:9]=1)[NH2:6].C(N(CC)CC)C.[C:19]([O:22][CH2:23][CH3:24])(=[O:21])[CH3:20].[OH2:25]. No catalyst specified. The product is [O:25]=[C:20]([NH:6][C:5]1[CH:7]=[CH:8][CH:9]=[C:3]([C:2]([F:10])([F:11])[F:1])[CH:4]=1)[C:19]([O:22][CH2:23][CH3:24])=[O:21]. The yield is 0.973. (4) The reactants are [C:1]1([CH:8]=[CH:7][CH:6]=[C:4]([OH:5])[CH:3]=1)O.C(OC[CH2:13][CH2:14][NH2:15])=C.C=O.C1(C)C=CC=CC=1. The catalyst is O. The product is [O:5]1[C:4]2[CH:3]=[CH:1][CH:8]=[CH:7][C:6]=2[CH:13]=[CH:14][NH:15]1. The yield is 0.460.